From a dataset of Reaction yield outcomes from USPTO patents with 853,638 reactions. Predict the reaction yield, written as a fraction of the theoretical maximum amount of product (1.0 means a 100% yield; for example, 0.34 means a 34% yield). (1) The reactants are [F:1][C:2]1[CH:7]=[CH:6][C:5]([C:8]2[CH:9]=[CH:10][CH:11]=[C:12]3[C:16]=2[N:15]([CH2:17][CH2:18][CH3:19])[N:14]=[C:13]3[C:20]2[CH:25]=[CH:24][C:23]([O:26]C)=[CH:22][CH:21]=2)=[CH:4][CH:3]=1.B(Br)(Br)Br. No catalyst specified. The product is [F:1][C:2]1[CH:7]=[CH:6][C:5]([C:8]2[CH:9]=[CH:10][CH:11]=[C:12]3[C:16]=2[N:15]([CH2:17][CH2:18][CH3:19])[N:14]=[C:13]3[C:20]2[CH:21]=[CH:22][C:23]([OH:26])=[CH:24][CH:25]=2)=[CH:4][CH:3]=1. The yield is 0.720. (2) The reactants are [NH2:1][C:2]1[S:6][C:5]([C:7]2[N:11]([CH3:12])[N:10]=[C:9]([C:13]([F:16])([F:15])[F:14])[CH:8]=2)=[N:4][CH:3]=1.[Cl:17][C:18]1[CH:26]=[CH:25][CH:24]=[CH:23][C:19]=1[C:20](Cl)=[O:21].CCN(C(C)C)C(C)C. The catalyst is C(Cl)Cl.CN(C1C=CN=CC=1)C. The product is [Cl:17][C:18]1[CH:26]=[CH:25][CH:24]=[CH:23][C:19]=1[C:20]([NH:1][C:2]1[S:6][C:5]([C:7]2[N:11]([CH3:12])[N:10]=[C:9]([C:13]([F:16])([F:15])[F:14])[CH:8]=2)=[N:4][CH:3]=1)=[O:21]. The yield is 0.319. (3) The reactants are [CH2:1]([N:8]1[CH2:13][CH2:12][C:11](=O)[CH2:10][CH2:9]1)[C:2]1[CH:7]=[CH:6][CH:5]=[CH:4][CH:3]=1.[C:15]1([NH2:21])[CH:20]=[CH:19][CH:18]=[CH:17][CH:16]=1.[C-:22]#[N:23].[K+].[OH-].[NH4+]. The catalyst is C(O)(=O)C.O. The product is [CH2:1]([N:8]1[CH2:13][CH2:12][C:11]([NH:21][C:15]2[CH:20]=[CH:19][CH:18]=[CH:17][CH:16]=2)([C:22]#[N:23])[CH2:10][CH2:9]1)[C:2]1[CH:7]=[CH:6][CH:5]=[CH:4][CH:3]=1. The yield is 0.731. (4) The reactants are [C:1]([OH:20])(=O)[CH2:2][CH2:3][CH2:4][CH2:5][CH2:6][CH2:7][CH2:8]/[CH:9]=[CH:10]\[CH2:11][CH2:12][CH2:13][CH2:14][CH2:15][CH2:16][CH2:17][CH3:18].Cl.[CH3:22][NH:23][O:24][CH3:25].O.ON1C2C=CC=CC=2N=C1.C(N(CC)CC)C.Cl.C(N=C=NCCCN(C)C)C. The catalyst is ClCCl. The product is [CH3:25][O:24][N:23]([CH3:22])[C:1](=[O:20])[CH2:2][CH2:3][CH2:4][CH2:5][CH2:6][CH2:7][CH2:8]/[CH:9]=[CH:10]\[CH2:11][CH2:12][CH2:13][CH2:14][CH2:15][CH2:16][CH2:17][CH3:18]. The yield is 0.990. (5) The reactants are [C:1]([C:5]1[CH:10]=[CH:9][C:8]([N+:11]([O-:13])=[O:12])=[CH:7][C:6]=1N)([CH3:4])([CH3:3])[CH3:2].N([O-])=O.[Na+].[O-:19][S:20]([O-:22])=O.[Na+].[Na+].[ClH:25]. The catalyst is O.[O-]S([O-])(=O)=O.[Cu+2]. The product is [C:1]([C:5]1[CH:10]=[CH:9][C:8]([N+:11]([O-:13])=[O:12])=[CH:7][C:6]=1[S:20]([Cl:25])(=[O:22])=[O:19])([CH3:4])([CH3:3])[CH3:2]. The yield is 0.170. (6) The reactants are [F:1][C:2]1[CH:8]=[C:7]([Br:9])[CH:6]=[CH:5][C:3]=1[NH2:4].[CH:10](=O)/[CH:11]=[CH:12]/[CH3:13].N. The catalyst is Cl. The product is [Br:9][C:7]1[CH:6]=[C:5]2[C:3](=[C:2]([F:1])[CH:8]=1)[N:4]=[C:12]([CH3:13])[CH:11]=[CH:10]2. The yield is 0.470. (7) The reactants are [O:1]=[C:2]1[CH2:7][CH2:6][CH:5]([C:8]([O:10][CH2:11][CH3:12])=[O:9])[CH2:4][CH2:3]1.[CH2:13](O)[CH2:14][OH:15].O. The catalyst is C1(C)C=CC=CC=1.O.CC1C=CC(S(O)(=O)=O)=CC=1. The product is [O:15]1[C:2]2([CH2:7][CH2:6][CH:5]([C:8]([O:10][CH2:11][CH3:12])=[O:9])[CH2:4][CH2:3]2)[O:1][CH2:13][CH2:14]1. The yield is 0.995.